This data is from Reaction yield outcomes from USPTO patents with 853,638 reactions. The task is: Predict the reaction yield, written as a fraction of the theoretical maximum amount of product (1.0 means a 100% yield; for example, 0.34 means a 34% yield). (1) The reactants are [O:1]1[C:5]2[CH:6]=[CH:7][C:8]([O:10][CH2:11][CH2:12][CH2:13][C:14]([OH:16])=O)=[CH:9][C:4]=2[O:3][CH2:2]1.C1C=CC2N(O)N=NC=2C=1.CCN=C=NCCCN(C)C.C(N(C(C)C)CC)(C)C.[CH:47]1([NH:53][CH3:54])[CH2:52][CH2:51][CH2:50][CH2:49][CH2:48]1. The catalyst is C1COCC1. The product is [O:1]1[C:5]2[CH:6]=[CH:7][C:8]([O:10][CH2:11][CH2:12][CH2:13][C:14]([N:53]([CH:47]3[CH2:52][CH2:51][CH2:50][CH2:49][CH2:48]3)[CH3:54])=[O:16])=[CH:9][C:4]=2[O:3][CH2:2]1. The yield is 0.770. (2) The reactants are F[C:2]1[CH:3]=[C:4]2[C:8](=[CH:9][CH:10]=1)[NH:7][CH:6]=[C:5]2[CH:11]1[CH2:15][C:14](=[O:16])[NH:13][C:12]1=[O:17].[Cl:18]C1C=C2C(=CC=1)NC=C2.C1(=O)NC(=O)C=C1. No catalyst specified. The product is [Cl:18][C:2]1[CH:3]=[C:4]2[C:8](=[CH:9][CH:10]=1)[NH:7][CH:6]=[C:5]2[CH:11]1[CH2:15][C:14](=[O:16])[NH:13][C:12]1=[O:17]. The yield is 0.0490. (3) The product is [F:1][CH2:2][C:3]1([S:6]([NH2:9])(=[O:8])=[O:7])[CH2:5][CH2:4]1. The catalyst is C(Cl)Cl. The reactants are [F:1][CH2:2][C:3]1([S:6]([NH:9]C(=O)OC(C)(C)C)(=[O:8])=[O:7])[CH2:5][CH2:4]1.C(O)(C(F)(F)F)=O. The yield is 1.00. (4) The reactants are [NH2:1][C:2]1[O:3][C:4]2[C:9]([C@@H:10]([C:14]3[CH:19]=[C:18]([O:20][CH3:21])[C:17]([O:22][CH3:23])=[C:16]([Br:24])[CH:15]=3)[C:11]=1[C:12]#[N:13])=[CH:8][CH:7]=[C:6]([NH2:25])[C:5]=2[NH2:26].[NH:27]([C:33]([O:35][CH2:36][CH:37]1[C:49]2[C:44](=[CH:45][CH:46]=[CH:47][CH:48]=2)[C:43]2[C:38]1=[CH:39][CH:40]=[CH:41][CH:42]=2)=[O:34])[C@H:28]([C:30](O)=[O:31])[CH3:29].C1C=CC2N(O)N=NC=2C=1.C(N=C=NCCCN(C)C)C. The catalyst is CCOC(C)=O.CN(C)C=O. The product is [NH2:1][C:2]1[O:3][C:4]2[C:9]([C@@H:10]([C:14]3[CH:19]=[C:18]([O:20][CH3:21])[C:17]([O:22][CH3:23])=[C:16]([Br:24])[CH:15]=3)[C:11]=1[C:12]#[N:13])=[CH:8][CH:7]=[C:6]([NH:25][C:30]([C@@H:28]([NH:27][C:33](=[O:34])[O:35][CH2:36][CH:37]1[C:38]3[CH:39]=[CH:40][CH:41]=[CH:42][C:43]=3[C:44]3[C:49]1=[CH:48][CH:47]=[CH:46][CH:45]=3)[CH3:29])=[O:31])[C:5]=2[NH2:26]. The yield is 0.130. (5) The product is [CH2:1]([N:8]1[CH2:9][C:10]2([CH2:15][CH2:14][N:13]([C:16]([O:18][C:19]([CH3:20])([CH3:22])[CH3:21])=[O:17])[CH2:12][CH2:11]2)[O:23][CH:24]([C:26]([O:49][CH3:48])=[O:29])[CH2:25]1)[C:2]1[CH:3]=[CH:4][CH:5]=[CH:6][CH:7]=1. The catalyst is O.C1(C)C=CC=CC=1.CO.C(O)(=O)C.CC(O)(C)C. The yield is 0.670. The reactants are [CH2:1]([N:8]1[CH2:25][CH:24]([CH:26]([OH:29])CO)[O:23][C:10]2([CH2:15][CH2:14][N:13]([C:16]([O:18][C:19]([CH3:22])([CH3:21])[CH3:20])=[O:17])[CH2:12][CH2:11]2)[CH2:9]1)[C:2]1[CH:7]=[CH:6][CH:5]=[CH:4][CH:3]=1.CC(=CC)C.[O-]Cl=O.[Na+].[N+](=C[Si](C)(C)C)=[N-].C1C[O:49][CH2:48]C1. (6) The reactants are [F:1][C:2]1([F:33])[O:6][C:5]2[CH:7]=[CH:8][C:9]([C:11]3([C:14]([NH:16][C@H:17]4[CH2:22][CH2:21][O:20][C@@H:19]([C:23]5[CH:24]=[C:25]([CH:30]=[CH:31][CH:32]=5)[C:26]([O:28]C)=[O:27])[CH2:18]4)=[O:15])[CH2:13][CH2:12]3)=[CH:10][C:4]=2[O:3]1.FC1(F)OC2C=CC(C3(C(N[C@@H]4CCO[C@H](C5C=C(C=CC=5)C(OC)=O)C4)=O)CC3)=CC=2O1. No catalyst specified. The product is [F:33][C:2]1([F:1])[O:6][C:5]2[CH:7]=[CH:8][C:9]([C:11]3([C:14]([NH:16][C@H:17]4[CH2:22][CH2:21][O:20][C@@H:19]([C:23]5[CH:24]=[C:25]([CH:30]=[CH:31][CH:32]=5)[C:26]([OH:28])=[O:27])[CH2:18]4)=[O:15])[CH2:13][CH2:12]3)=[CH:10][C:4]=2[O:3]1. The yield is 0.960.